From a dataset of Catalyst prediction with 721,799 reactions and 888 catalyst types from USPTO. Predict which catalyst facilitates the given reaction. Reactant: [NH2:1][C:2]1[C:21]2[C:20](=[O:22])[C:19]([C:23]([O:25]CC)=[O:24])=[CH:18][N:7]3[C@@H:8]([CH2:11][C:12]4[CH:17]=[CH:16][CH:15]=[CH:14][CH:13]=4)[CH2:9][O:10][C:5]([C:6]=23)=[C:4]([F:28])[C:3]=1[F:29].OS(O)(=O)=O. Product: [NH2:1][C:2]1[C:21]2[C:20](=[O:22])[C:19]([C:23]([OH:25])=[O:24])=[CH:18][N:7]3[C@@H:8]([CH2:11][C:12]4[CH:13]=[CH:14][CH:15]=[CH:16][CH:17]=4)[CH2:9][O:10][C:5]([C:6]=23)=[C:4]([F:28])[C:3]=1[F:29]. The catalyst class is: 313.